Task: Predict which catalyst facilitates the given reaction.. Dataset: Catalyst prediction with 721,799 reactions and 888 catalyst types from USPTO (1) Reactant: [Br:1][C:2]1[S:6][C:5]([CH3:7])=[N:4][C:3]=1[CH:8]1[CH2:13][CH2:12][CH2:11][CH2:10][CH:9]1[C:14]([OH:16])=O.CN(C(O[N:25]1N=[N:32][C:27]2C=CC=N[C:26]1=2)=[N+](C)C)C.F[P-](F)(F)(F)(F)F.CN1CCOCC1.NCC#N. Product: [Br:1][C:2]1[S:6][C:5]([CH3:7])=[N:4][C:3]=1[CH:8]1[CH2:13][CH2:12][CH2:11][CH2:10][CH:9]1[C:14]([NH:32][CH2:27][C:26]#[N:25])=[O:16]. The catalyst class is: 31. (2) Reactant: [OH-].[Na+].C[O:4][C:5](=[O:34])[CH2:6][N:7]([C:21](=[O:33])[CH2:22][CH2:23][NH:24][C:25]([C:27]1[S:28][C:29]([Cl:32])=[CH:30][CH:31]=1)=[O:26])[C:8]1[CH:13]=[CH:12][C:11]([N:14]2[CH2:19][CH2:18][O:17][CH2:16][C:15]2=[O:20])=[CH:10][CH:9]=1. Product: [Cl:32][C:29]1[S:28][C:27]([C:25]([NH:24][CH2:23][CH2:22][C:21]([N:7]([CH2:6][C:5]([OH:34])=[O:4])[C:8]2[CH:9]=[CH:10][C:11]([N:14]3[CH2:19][CH2:18][O:17][CH2:16][C:15]3=[O:20])=[CH:12][CH:13]=2)=[O:33])=[O:26])=[CH:31][CH:30]=1. The catalyst class is: 5. (3) Reactant: [Cl:1][C:2]1[CH:7]=[C:6]([C:8]2[N:9](C(OC(C)(C)C)=O)[C:10]3[C:15]([CH:16]=2)=[CH:14][CH:13]=[CH:12][CH:11]=3)[CH:5]=[CH:4][N:3]=1.C(O)(C(F)(F)F)=O.O. Product: [Cl:1][C:2]1[CH:7]=[C:6]([C:8]2[NH:9][C:10]3[C:15]([CH:16]=2)=[CH:14][CH:13]=[CH:12][CH:11]=3)[CH:5]=[CH:4][N:3]=1. The catalyst class is: 4. (4) Reactant: [NH2:1]C1N=C(NC2CCN(S(C3C=NC(Cl)=CC=3)(=O)=O)CC2)SC=1[C:7]([C:9]1C=CC=CC=1)=[O:8].Cl.CN(C)CCS.[CH3:39][C:40](C)([O-:42])C.[K+]. Product: [NH4+:1].[OH-:8].[CH3:40][OH:42].[CH3:39][CH2:40][O:42][C:7]([CH3:9])=[O:8]. The catalyst class is: 197. (5) Reactant: [CH3:1][NH:2][C:3]([C:5]1[C:13]2[C:8](=[N:9][C:10]([NH:17][S:18]([CH3:21])(=[O:20])=[O:19])=[C:11]([CH:14]3[CH2:16][CH2:15]3)[CH:12]=2)[O:7][C:6]=1[C:22]1[CH:27]=[CH:26][C:25]([CH3:28])=[CH:24][CH:23]=1)=[O:4].[Na+].[I-].C([O-])([O-])=O.[Cs+].[Cs+]. The catalyst class is: 474. Product: [CH3:1][NH:2][C:3]([C:5]1[C:13]2[C:8](=[N:9][C:10]([N:17]([CH2:22][CH2:6][CH:5]=[CH2:3])[S:18]([CH3:21])(=[O:20])=[O:19])=[C:11]([CH:14]3[CH2:15][CH2:16]3)[CH:12]=2)[O:7][C:6]=1[C:22]1[CH:23]=[CH:24][C:25]([CH3:28])=[CH:26][CH:27]=1)=[O:4]. (6) Reactant: [C:1]([O:5][C:6]([NH:8][C:9]([CH3:14])([CH3:13])[C:10]([OH:12])=O)=[O:7])([CH3:4])([CH3:3])[CH3:2].[CH2:15]([O:22][C:23]([N:25]1[CH2:30][CH2:29][NH:28][CH2:27][CH2:26]1)=[O:24])[C:16]1[CH:21]=[CH:20][CH:19]=[CH:18][CH:17]=1.ON1C2C=CC=CC=2N=N1.Cl.C(N=C=NCCCN(C)C)C. Product: [CH2:15]([O:22][C:23]([N:25]1[CH2:30][CH2:29][N:28]([C:10](=[O:12])[C:9]([NH:8][C:6]([O:5][C:1]([CH3:2])([CH3:3])[CH3:4])=[O:7])([CH3:14])[CH3:13])[CH2:27][CH2:26]1)=[O:24])[C:16]1[CH:21]=[CH:20][CH:19]=[CH:18][CH:17]=1. The catalyst class is: 30. (7) The catalyst class is: 7. Reactant: C([O:4][C@@H:5]1[C@@H:10]([O:11]C(=O)C)[C@H:9]([O:15]C(=O)C)[C@@H:8]([CH2:19][O:20]C(=O)C)[O:7][C@H:6]1[O:24][C:25]1[C:29]([CH2:30][C:31]2[CH:36]=[CH:35][C:34](OCCN)=[CH:33][C:32]=2[CH3:41])=[C:28]([CH:42]([CH3:44])[CH3:43])[NH:27][N:26]=1)(=O)C.[CH3:45][S:46]([N:49]=[C:50](OC1C=CC=CC=1)OC1C=CC=CC=1)(=[O:48])=[O:47].[NH2:65][CH2:66][CH2:67][OH:68]. Product: [C@@H:6]1([O:24][C:25]2[C:29]([CH2:30][C:31]3[CH:36]=[CH:35][C:34]([O:68][CH2:67][CH2:66][NH:65][C:50]([NH:65][CH2:66][CH2:67][OH:68])=[N:49][S:46]([CH3:45])(=[O:47])=[O:48])=[CH:33][C:32]=3[CH3:41])=[C:28]([CH:42]([CH3:43])[CH3:44])[NH:27][N:26]=2)[O:7][C@H:8]([CH2:19][OH:20])[C@@H:9]([OH:15])[C@H:10]([OH:11])[C@H:5]1[OH:4]. (8) Reactant: [C:1]([C:3]1[CH:4]=[C:5]2[C:9](=[CH:10][CH:11]=1)[NH:8][C:7](=[O:12])[CH2:6]2)#[N:2].[C:13]([C:16]1[NH:17][CH:18]=[CH:19][CH:20]=1)(=O)[CH3:14].N1CCCCC1. Product: [C:1]([C:3]1[CH:4]=[C:5]2[C:9](=[CH:10][CH:11]=1)[NH:8][C:7](=[O:12])[C:6]2=[C:13]([C:16]1[NH:17][CH:18]=[CH:19][CH:20]=1)[CH3:14])#[N:2]. The catalyst class is: 8. (9) Reactant: C(OC(=O)[NH:7][CH:8]1[CH2:13][CH2:12][CH:11]([NH:14][C:15]2[N:20]=[C:19]3[NH:21][N:22]=[C:23]([C:24]4[CH:29]=[CH:28][N:27]=[C:26]([NH:30][CH2:31][C:32]5[CH:37]=[CH:36][CH:35]=[C:34]([C:38]([F:41])([F:40])[F:39])[CH:33]=5)[N:25]=4)[C:18]3=[CH:17][N:16]=2)[CH2:10][CH2:9]1)(C)(C)C.Cl. Product: [F:41][C:38]([F:39])([F:40])[C:34]1[CH:33]=[C:32]([CH:37]=[CH:36][CH:35]=1)[CH2:31][NH:30][C:26]1[N:25]=[C:24]([C:23]2[C:18]3[C:19](=[N:20][C:15]([NH:14][CH:11]4[CH2:10][CH2:9][CH:8]([NH2:7])[CH2:13][CH2:12]4)=[N:16][CH:17]=3)[NH:21][N:22]=2)[CH:29]=[CH:28][N:27]=1. The catalyst class is: 14.